From a dataset of Reaction yield outcomes from USPTO patents with 853,638 reactions. Predict the reaction yield, written as a fraction of the theoretical maximum amount of product (1.0 means a 100% yield; for example, 0.34 means a 34% yield). The reactants are [NH2:1][C:2]1[CH:25]=[CH:24][CH:23]=[CH:22][C:3]=1[NH:4][C:5]([C@@H:7]1[CH2:11][C:10](=[N:12][O:13][CH3:14])[CH2:9][N:8]1[C:15]([O:17][C:18]([CH3:21])([CH3:20])[CH3:19])=[O:16])=O.C(=O)(O)[O-].[Na+]. The catalyst is ClCCl.C(O)(=O)C. The product is [NH:4]1[C:3]2[CH:22]=[CH:23][CH:24]=[CH:25][C:2]=2[N:1]=[C:5]1[C@@H:7]1[CH2:11][C:10](=[N:12][O:13][CH3:14])[CH2:9][N:8]1[C:15]([O:17][C:18]([CH3:21])([CH3:20])[CH3:19])=[O:16]. The yield is 0.970.